This data is from Full USPTO retrosynthesis dataset with 1.9M reactions from patents (1976-2016). The task is: Predict the reactants needed to synthesize the given product. (1) Given the product [CH3:17][C:10]1[CH:11]=[C:12]([CH3:16])[CH:13]=[CH:14][C:15]=1[C:1]([C:2]1[CH:3]=[CH:4][CH:5]=[CH:6][CH:7]=1)=[O:9], predict the reactants needed to synthesize it. The reactants are: [C:1]([OH:9])(=O)[C:2]1[CH:7]=[CH:6][CH:5]=[CH:4][CH:3]=1.[C:10]1([CH3:17])[CH:15]=[CH:14][CH:13]=[C:12]([CH3:16])[CH:11]=1.CCCCN1C=[N+](C)C=C1. (2) Given the product [C:13]1([C@@H:19]([NH:21][C:2]2[CH2:7][CH2:6][CH2:5][CH2:4][C:3]=2[C:8]([O:10][CH2:11][CH3:12])=[O:9])[CH3:20])[CH:18]=[CH:17][CH:16]=[CH:15][CH:14]=1, predict the reactants needed to synthesize it. The reactants are: O=[C:2]1[CH2:7][CH2:6][CH2:5][CH2:4][CH:3]1[C:8]([O:10][CH2:11][CH3:12])=[O:9].[C:13]1([C@@H:19]([NH2:21])[CH3:20])[CH:18]=[CH:17][CH:16]=[CH:15][CH:14]=1.C1(C)C=CC=CC=1. (3) The reactants are: Br[C:2]1[N:3]=[C:4]([CH:33]2[CH2:35][CH2:34]2)[N:5]([CH2:25][O:26][CH2:27][CH2:28][Si:29]([CH3:32])([CH3:31])[CH3:30])[C:6]=1[C:7]1[CH:12]=[CH:11][N:10]=[C:9]([NH:13][CH2:14][C@@H:15]([NH:17][C:18](=[O:24])[O:19][C:20]([CH3:23])([CH3:22])[CH3:21])[CH3:16])[N:8]=1.[Cl:36][C:37]1[C:42](B2OC(C)(C)C(C)(C)O2)=[CH:41][CH:40]=[CH:39][C:38]=1[NH:52][S:53]([CH2:56][CH2:57][CH3:58])(=[O:55])=[O:54].C([O-])([O-])=O.[Na+].[Na+].C(Cl)Cl. Given the product [Cl:36][C:37]1[C:38]([NH:52][S:53]([CH2:56][CH2:57][CH3:58])(=[O:55])=[O:54])=[CH:39][CH:40]=[CH:41][C:42]=1[C:2]1[N:3]=[C:4]([CH:33]2[CH2:35][CH2:34]2)[N:5]([CH2:25][O:26][CH2:27][CH2:28][Si:29]([CH3:32])([CH3:31])[CH3:30])[C:6]=1[C:7]1[CH:12]=[CH:11][N:10]=[C:9]([NH:13][CH2:14][C@@H:15]([NH:17][C:18](=[O:24])[O:19][C:20]([CH3:23])([CH3:22])[CH3:21])[CH3:16])[N:8]=1, predict the reactants needed to synthesize it. (4) The reactants are: FC(F)(F)C([O:5][CH2:6][CH2:7][CH2:8][N:9]1[C:14](=[O:15])[C:13]2[C:16]([CH2:31][C:32]3[CH:37]=[CH:36][C:35]([Cl:38])=[CH:34][CH:33]=3)=[C:17]([O:19][C:20]3[CH:25]=[CH:24][CH:23]=[C:22]([O:26][C:27]([F:30])([F:29])[F:28])[CH:21]=3)[S:18][C:12]=2[N:11]([CH3:39])[C:10]1=[O:40])=O.[Li+].[OH-].O. Given the product [Cl:38][C:35]1[CH:36]=[CH:37][C:32]([CH2:31][C:16]2[C:13]3[C:14](=[O:15])[N:9]([CH2:8][CH2:7][CH2:6][OH:5])[C:10](=[O:40])[N:11]([CH3:39])[C:12]=3[S:18][C:17]=2[O:19][C:20]2[CH:25]=[CH:24][CH:23]=[C:22]([O:26][C:27]([F:28])([F:29])[F:30])[CH:21]=2)=[CH:33][CH:34]=1, predict the reactants needed to synthesize it. (5) Given the product [CH:14]1[CH:13]=[N:12][CH:11]=[C:10]2[CH2:9][O:8][C:6]3[CH:7]=[C:2]([O:16][CH2:17][CH:18]([NH:23][C:24](=[O:30])[O:25][C:26]([CH3:27])([CH3:29])[CH3:28])[CH2:19][CH:20]([CH3:22])[CH3:21])[CH:3]=[CH:4][C:5]=3[C:15]=12, predict the reactants needed to synthesize it. The reactants are: Cl[C:2]1[CH:3]=[CH:4][C:5]2[C:15]3[C:10](=[CH:11][N:12]=[CH:13][CH:14]=3)[CH2:9][O:8][C:6]=2[CH:7]=1.[OH:16][CH2:17][C@@H:18]([NH:23][C:24](=[O:30])[O:25][C:26]([CH3:29])([CH3:28])[CH3:27])[CH2:19][CH:20]([CH3:22])[CH3:21].C(P(C(C)(C)C)C1C=CC=CC=1C1C(C(C)C)=CC(C(C)C)=CC=1C(C)C)(C)(C)C.C(=O)([O-])[O-].[Cs+].[Cs+]. (6) The reactants are: C([O:3][C:4]([C:6]1[CH:10]=[CH:9][N:8]([CH2:11][CH2:12][F:13])[N:7]=1)=[O:5])C.[Li+].[OH-]. Given the product [F:13][CH2:12][CH2:11][N:8]1[CH:9]=[CH:10][C:6]([C:4]([OH:5])=[O:3])=[N:7]1, predict the reactants needed to synthesize it. (7) Given the product [Br:1][C:2]1[CH:7]=[CH:6][CH:5]=[CH:4][C:3]=1[S:8]([N:19]1[CH2:20][CH2:21][CH:16]([NH:15][C:12](=[O:14])[CH3:13])[CH2:17][CH2:18]1)(=[O:10])=[O:9], predict the reactants needed to synthesize it. The reactants are: [Br:1][C:2]1[CH:7]=[CH:6][CH:5]=[CH:4][C:3]=1[S:8](Cl)(=[O:10])=[O:9].[C:12]([NH:15][CH:16]1[CH2:21][CH2:20][NH:19][CH2:18][CH2:17]1)(=[O:14])[CH3:13].C(N(C(C)C)CC)(C)C.